From a dataset of Reaction yield outcomes from USPTO patents with 853,638 reactions. Predict the reaction yield, written as a fraction of the theoretical maximum amount of product (1.0 means a 100% yield; for example, 0.34 means a 34% yield). (1) The reactants are [CH2:1]([C:3]1[CH:8]=[CH:7][C:6]([C@H:9]2[CH2:14][C@@H:13]([C:15]([F:18])([F:17])[F:16])[N:12]3[N:19]=[CH:20][C:21]([C:22]([OH:24])=O)=[C:11]3[NH:10]2)=[CH:5][CH:4]=1)[CH3:2].CN(C(ON1N=NC2C=CC=NC1=2)=[N+](C)C)C.F[P-](F)(F)(F)(F)F.C(N(CC)C(C)C)(C)C.[F:58][C:59]([F:69])([F:68])[C:60]1[CH:61]=[C:62]([CH:65]=[CH:66][CH:67]=1)[CH2:63][NH2:64]. No catalyst specified. The product is [CH2:1]([C:3]1[CH:8]=[CH:7][C:6]([C@H:9]2[CH2:14][C@@H:13]([C:15]([F:16])([F:17])[F:18])[N:12]3[N:19]=[CH:20][C:21]([C:22]([NH:64][CH2:63][C:62]4[CH:65]=[CH:66][CH:67]=[C:60]([C:59]([F:58])([F:68])[F:69])[CH:61]=4)=[O:24])=[C:11]3[NH:10]2)=[CH:5][CH:4]=1)[CH3:2]. The yield is 0.620. (2) The reactants are [CH3:1][NH:2][CH2:3][CH2:4][C@H:5]([O:11][C:12]1[C:21]2[C:16](=[CH:17][CH:18]=[CH:19][CH:20]=2)[CH:15]=[CH:14][CH:13]=1)[C:6]1[S:10][CH:9]=[CH:8][CH:7]=1.[ClH:22].CC(C)=O. The catalyst is CC(C)=O. The product is [CH3:1][NH:2][CH2:3][CH2:4][C@H:5]([O:11][C:12]1[C:21]2[C:16](=[CH:17][CH:18]=[CH:19][CH:20]=2)[CH:15]=[CH:14][CH:13]=1)[C:6]1[S:10][CH:9]=[CH:8][CH:7]=1.[ClH:22]. The yield is 0.552. (3) The reactants are Cl[C:2]1[CH:7]=[CH:6][C:5]2=[N:8][C:9]3[C:22]4[CH:21]=[CH:20][CH:19]=[CH:18][C:17]=4[N:16]([CH3:23])[C:15]4[C:10]=3[C:11]([CH:12]=[CH:13][CH:14]=4)=[C:4]2[CH:3]=1.[C:24]([O:28][CH3:29])(=[O:27])[CH:25]=[CH2:26]. No catalyst specified. The product is [CH3:29][O:28][C:24](=[O:27])/[CH:25]=[CH:26]/[C:2]1[CH:7]=[CH:6][C:5]2=[N:8][C:9]3[C:22]4[CH:21]=[CH:20][CH:19]=[CH:18][C:17]=4[N:16]([CH3:23])[C:15]4[C:10]=3[C:11]([CH:12]=[CH:13][CH:14]=4)=[C:4]2[CH:3]=1. The yield is 0.660.